Predict the product of the given reaction. From a dataset of Forward reaction prediction with 1.9M reactions from USPTO patents (1976-2016). (1) Given the reactants [H-].[Na+].[C:3]([C@@H:7]([C@H:9]([C:11]([O:13][CH3:14])=[O:12])[OH:10])[OH:8])([O:5][CH3:6])=[O:4].Br[CH2:16][C:17]([CH3:19])=[CH2:18], predict the reaction product. The product is: [CH3:16][C:17](=[CH2:18])[CH2:19][O:10][C@H:9]([C@@H:7]([O:8][CH2:18][C:17]([CH3:19])=[CH2:16])[C:3]([O:5][CH3:6])=[O:4])[C:11]([O:13][CH3:14])=[O:12]. (2) Given the reactants C[O:2][C:3]1[CH:12]=[CH:11][C:10]2[C:5](=[CH:6][CH:7]=[C:8]([C:13]3[CH:18]=[CH:17][CH:16]=[CH:15][CH:14]=3)[CH:9]=2)[CH:4]=1.Cl.[NH+]1C=CC=CC=1, predict the reaction product. The product is: [C:13]1([C:8]2[CH:9]=[C:10]3[C:5](=[CH:6][CH:7]=2)[CH:4]=[C:3]([OH:2])[CH:12]=[CH:11]3)[CH:14]=[CH:15][CH:16]=[CH:17][CH:18]=1.